Dataset: Full USPTO retrosynthesis dataset with 1.9M reactions from patents (1976-2016). Task: Predict the reactants needed to synthesize the given product. (1) Given the product [CH2:1]([N:8]([CH2:21][C:22]1[CH:23]=[CH:24][CH:25]=[CH:26][CH:27]=1)[CH2:9][CH2:10][CH2:11][CH2:12][CH2:13][CH2:14][CH2:15][CH2:16][CH2:17][CH2:18][CH2:19][O:20][S:29]([CH3:28])(=[O:31])=[O:30])[C:2]1[CH:7]=[CH:6][CH:5]=[CH:4][CH:3]=1, predict the reactants needed to synthesize it. The reactants are: [CH2:1]([N:8]([CH2:21][C:22]1[CH:27]=[CH:26][CH:25]=[CH:24][CH:23]=1)[CH2:9][CH2:10][CH2:11][CH2:12][CH2:13][CH2:14][CH2:15][CH2:16][CH2:17][CH2:18][CH2:19][OH:20])[C:2]1[CH:7]=[CH:6][CH:5]=[CH:4][CH:3]=1.[CH3:28][S:29](Cl)(=[O:31])=[O:30].CCN(CC)CC. (2) Given the product [CH3:12][C:8]1([CH3:11])[CH2:9][O:10][C:5]2([CH2:13][CH2:14][C:2]([CH2:15][CH2:16][NH:30][C@H:28]([C:19]3[CH:20]=[CH:21][C:22]4[C:27](=[CH:26][CH:25]=[CH:24][CH:23]=4)[CH:18]=3)[CH3:29])([OH:1])[CH2:3][CH2:4]2)[O:6][CH2:7]1, predict the reactants needed to synthesize it. The reactants are: [OH:1][C:2]1([CH2:15][CH:16]=O)[CH2:14][CH2:13][C:5]2([O:10][CH2:9][C:8]([CH3:12])([CH3:11])[CH2:7][O:6]2)[CH2:4][CH2:3]1.[CH:18]1[C:27]2[C:22](=[CH:23][CH:24]=[CH:25][CH:26]=2)[CH:21]=[CH:20][C:19]=1[C@@H:28]([NH2:30])[CH3:29]. (3) Given the product [F:21][C:4]([F:3])([F:20])[C:5]([CH:7]1[CH2:12][CH2:11][CH2:10][N:9]([C:13]([O:15][C:16]([CH3:18])([CH3:17])[CH3:19])=[O:14])[CH2:8]1)([OH:6])[CH2:34][CH2:33][CH2:32][CH2:31][O:30][CH3:29], predict the reactants needed to synthesize it. The reactants are: N#N.[F:3][C:4]([F:21])([F:20])[C:5]([CH:7]1[CH2:12][CH2:11][CH2:10][N:9]([C:13]([O:15][C:16]([CH3:19])([CH3:18])[CH3:17])=[O:14])[CH2:8]1)=[O:6].C(=O)=O.CC(C)=O.[CH3:29][O:30][CH2:31][CH2:32][CH2:33][CH2:34][Mg]Cl.[NH4+].[Cl-]. (4) Given the product [CH3:3][O:4][C:5]1[CH:25]=[CH:24][C:8]([CH2:9][NH:10][C:11]2[C:20](/[CH:21]=[C:34](\[CH3:40])/[C:35]([O:37][CH2:38][CH3:39])=[O:36])=[CH:19][C:18]3[C:13](=[CH:14][CH:15]=[C:16]([Br:23])[CH:17]=3)[N:12]=2)=[CH:7][CH:6]=1, predict the reactants needed to synthesize it. The reactants are: [Cl-].[Li+].[CH3:3][O:4][C:5]1[CH:25]=[CH:24][C:8]([CH2:9][NH:10][C:11]2[C:20]([CH:21]=O)=[CH:19][C:18]3[C:13](=[CH:14][CH:15]=[C:16]([Br:23])[CH:17]=3)[N:12]=2)=[CH:7][CH:6]=1.C(OP([CH:34]([CH3:40])[C:35]([O:37][CH2:38][CH3:39])=[O:36])(OCC)=O)C.N1CCCN2CCCCCC=12. (5) Given the product [Cl:1][C:2]1[C:7]([CH3:8])=[CH:6][C:5]([S:9]([NH:12][C:13]2[CH:14]=[C:15]([C:19]3[CH:24]=[CH:23][C:22]([CH2:25][N:34]4[CH2:35][CH:32]([C:30]([OH:29])=[O:31])[CH2:33]4)=[CH:21][CH:20]=3)[CH:16]=[CH:17][CH:18]=2)(=[O:11])=[O:10])=[C:4]([CH3:27])[CH:3]=1, predict the reactants needed to synthesize it. The reactants are: [Cl:1][C:2]1[C:7]([CH3:8])=[CH:6][C:5]([S:9]([NH:12][C:13]2[CH:14]=[C:15]([C:19]3[CH:24]=[CH:23][C:22]([CH:25]=O)=[CH:21][CH:20]=3)[CH:16]=[CH:17][CH:18]=2)(=[O:11])=[O:10])=[C:4]([CH3:27])[CH:3]=1.C[O:29][C:30]([CH:32]1[CH2:35][NH:34][CH2:33]1)=[O:31].